This data is from Forward reaction prediction with 1.9M reactions from USPTO patents (1976-2016). The task is: Predict the product of the given reaction. (1) The product is: [CH3:10][O:11][C:12]([C:14]1[N:15]=[CH:16][C:17]([N:8]2[CH2:7][CH2:6][NH:5][CH:4]([CH:1]([CH3:3])[CH3:2])[CH2:9]2)=[N:18][CH:19]=1)=[O:13]. Given the reactants [CH:1]([CH:4]1[CH2:9][NH:8][CH2:7][CH2:6][NH:5]1)([CH3:3])[CH3:2].[CH3:10][O:11][C:12]([C:14]1[CH:19]=[N:18][C:17](Cl)=[CH:16][N:15]=1)=[O:13], predict the reaction product. (2) Given the reactants C(P1(=O)OP(CCC)(=O)OP(CCC)(=O)O1)CC.CCN(CC)CC.[CH2:26]([CH2:28][NH2:29])[OH:27].[CH3:30][O:31][C:32]1[CH:33]=[C:34]([NH:40][C:41]2[N:46]=[C:45]([N:47]3[CH:51]=[CH:50][C:49]([C:52]([F:55])([F:54])[F:53])=[N:48]3)[C:44]([C:56]3[CH:57]=[C:58]([C:62](O)=[O:63])[CH:59]=[N:60][CH:61]=3)=[CH:43][N:42]=2)[CH:35]=[C:36]([O:38][CH3:39])[CH:37]=1, predict the reaction product. The product is: [CH3:30][O:31][C:32]1[CH:33]=[C:34]([NH:40][C:41]2[N:46]=[C:45]([N:47]3[CH:51]=[CH:50][C:49]([C:52]([F:54])([F:53])[F:55])=[N:48]3)[C:44]([C:56]3[CH:57]=[C:58]([C:62]([NH:29][CH2:28][CH2:26][OH:27])=[O:63])[CH:59]=[N:60][CH:61]=3)=[CH:43][N:42]=2)[CH:35]=[C:36]([O:38][CH3:39])[CH:37]=1. (3) Given the reactants O[C:2]1[N:7]=[CH:6][N:5]=[C:4]([CH:8]=[N:9]O)[CH:3]=1.CN(C)C1C=CC=CC=1.O=P(Cl)(Cl)[Cl:22], predict the reaction product. The product is: [Cl:22][C:2]1[N:7]=[CH:6][N:5]=[C:4]([C:8]#[N:9])[CH:3]=1. (4) Given the reactants [NH2:1][C:2]1[CH:3]=[C:4]([CH:7]=[C:8]([N:11]2[CH2:20][CH2:19][C@@H:18]3[C@H:13]([O:14][CH2:15][CH2:16][NH:17]3)[CH2:12]2)[C:9]=1[Cl:10])[C:5]#[N:6].[C:21](O[C:21]([O:23][C:24]([CH3:27])([CH3:26])[CH3:25])=[O:22])([O:23][C:24]([CH3:27])([CH3:26])[CH3:25])=[O:22], predict the reaction product. The product is: [NH2:1][C:2]1[C:9]([Cl:10])=[C:8]([N:11]2[CH2:20][CH2:19][C@@H:18]3[C@H:13]([O:14][CH2:15][CH2:16][N:17]3[C:21]([O:23][C:24]([CH3:27])([CH3:26])[CH3:25])=[O:22])[CH2:12]2)[CH:7]=[C:4]([C:5]#[N:6])[CH:3]=1. (5) Given the reactants C(OC([N:8]1[C:13]2[CH:14]=[C:15]([Cl:20])[C:16]([O:18][CH3:19])=[CH:17][C:12]=2[O:11][CH:10]([C:21](=[O:39])[NH:22][CH2:23][C:24]2([OH:38])[CH2:29][CH2:28][N:27]([CH2:30][C:31]3[CH:36]=[CH:35][C:34]([F:37])=[CH:33][CH:32]=3)[CH2:26][CH2:25]2)[CH2:9]1)=O)(C)(C)C.FC(F)(F)C(O)=O, predict the reaction product. The product is: [F:37][C:34]1[CH:33]=[CH:32][C:31]([CH2:30][N:27]2[CH2:28][CH2:29][C:24]([CH2:23][NH:22][C:21]([CH:10]3[CH2:9][NH:8][C:13]4[CH:14]=[C:15]([Cl:20])[C:16]([O:18][CH3:19])=[CH:17][C:12]=4[O:11]3)=[O:39])([OH:38])[CH2:25][CH2:26]2)=[CH:36][CH:35]=1. (6) Given the reactants FC(F)(F)C(O)=O.[NH2:8][C:9]1[CH:14]=[CH:13][N:12]([C@@H:15]2[O:19][C@H:18]([CH2:20][O:21][P:22]([OH:25])([OH:24])=[O:23])[C@@H:17]([O:26][P:27]([O:30][CH2:31][C@@H:32]3[C@@H:36]([O:37][C:38](=[O:62])[C@@H:39]([NH:54]C(OC(C)(C)C)=O)[CH2:40][CH2:41][C@@H:42]4[S:46][CH2:45][N:44](C(OC(C)(C)C)=O)[CH2:43]4)[C@@H:35]([OH:63])[C@H:34]([N:64]4[CH:72]=[N:71][C:70]5[C:65]4=[N:66][CH:67]=[N:68][C:69]=5[NH2:73])[O:33]3)([OH:29])=[O:28])[CH2:16]2)[C:11](=[O:74])[N:10]=1, predict the reaction product. The product is: [NH2:54][C@H:39]([CH2:40][CH2:41][C@@H:42]1[S:46][CH2:45][NH:44][CH2:43]1)[C:38]([O:37][C@H:36]1[C@@H:35]([OH:63])[C@H:34]([N:64]2[CH:72]=[N:71][C:70]3[C:65]2=[N:66][CH:67]=[N:68][C:69]=3[NH2:73])[O:33][C@H:32]1[CH2:31][O:30][P:27]([O:26][C@H:17]1[CH2:16][C@H:15]([N:12]2[CH:13]=[CH:14][C:9]([NH2:8])=[N:10][C:11]2=[O:74])[O:19][C@@H:18]1[CH2:20][O:21][P:22]([OH:24])([OH:25])=[O:23])([OH:29])=[O:28])=[O:62].